This data is from Peptide-MHC class I binding affinity with 185,985 pairs from IEDB/IMGT. The task is: Regression. Given a peptide amino acid sequence and an MHC pseudo amino acid sequence, predict their binding affinity value. This is MHC class I binding data. (1) The MHC is Mamu-B17 with pseudo-sequence Mamu-B17. The binding affinity (normalized) is 0.197. The peptide sequence is ELPQRETW. (2) The peptide sequence is LPFDRSTVM. The MHC is HLA-B07:02 with pseudo-sequence HLA-B07:02. The binding affinity (normalized) is 0.596.